Task: Predict which catalyst facilitates the given reaction.. Dataset: Catalyst prediction with 721,799 reactions and 888 catalyst types from USPTO Reactant: [CH3:1][C@H:2]1[N:7]2[C:8]([C:11]3([C:14]([F:17])([F:16])[F:15])[CH2:13][CH2:12]3)=[N:9][N:10]=[C:6]2[C@@H:5]([NH2:18])[CH2:4][C@H:3]1[C:19]1[CH:24]=[CH:23][CH:22]=[CH:21][CH:20]=1.[O:25]=[C:26]1[NH:34][C:29]2=[N:30][CH:31]=[CH:32][CH:33]=[C:28]2[C@:27]21[CH2:42][C:41]1[C:36](=[CH:37][CH:38]=[C:39]([C:43](O)=[O:44])[CH:40]=1)[CH2:35]2.ON1C2N=CC=CC=2N=N1.CN1CCOCC1.Cl.CN(C)CCCN=C=NCC. Product: [CH3:1][C@H:2]1[N:7]2[C:8]([C:11]3([C:14]([F:15])([F:16])[F:17])[CH2:13][CH2:12]3)=[N:9][N:10]=[C:6]2[C@@H:5]([NH:18][C:43]([C:39]2[CH:40]=[C:41]3[C:36](=[CH:37][CH:38]=2)[CH2:35][C@:27]2([C:28]4[C:29](=[N:30][CH:31]=[CH:32][CH:33]=4)[NH:34][C:26]2=[O:25])[CH2:42]3)=[O:44])[CH2:4][C@H:3]1[C:19]1[CH:20]=[CH:21][CH:22]=[CH:23][CH:24]=1. The catalyst class is: 35.